Predict the reaction yield, written as a fraction of the theoretical maximum amount of product (1.0 means a 100% yield; for example, 0.34 means a 34% yield). From a dataset of Reaction yield outcomes from USPTO patents with 853,638 reactions. (1) The reactants are [Si]([O:8][C@@H:9]1[C@@:34]2([CH3:35])[C:13](=[CH:14][CH:15]=[C:16]3[C@@H:33]2[CH2:32][CH2:31][C@@:30]2([CH3:36])[C@H:17]3[CH2:18][CH:19]=[C:20]2[C@@H:21]([O:23][CH2:24][CH2:25][C:26]([OH:29])([CH3:28])[CH3:27])[CH3:22])[CH2:12][C@@H:11]([O:37][Si](C(C)(C)C)(C)C)[CH2:10]1)(C(C)(C)C)(C)C.[F-].C([N+](CCCC)(CCCC)CCCC)CCC. The catalyst is O1CCCC1.C(OCC)(=O)C. The product is [OH:8][C@@H:9]1[C@@:34]2([CH3:35])[C:13](=[CH:14][CH:15]=[C:16]3[C@@H:33]2[CH2:32][CH2:31][C@@:30]2([CH3:36])[C@H:17]3[CH2:18][CH:19]=[C:20]2[C@@H:21]([O:23][CH2:24][CH2:25][C:26]([OH:29])([CH3:27])[CH3:28])[CH3:22])[CH2:12][C@@H:11]([OH:37])[CH2:10]1. The yield is 0.990. (2) The reactants are [CH3:1][N:2]1[CH2:7][CH2:6][N:5]([C:8]2[CH:13]=[CH:12][C:11]([NH:14][C:15]3[N:20]=[CH:19][C:18]4=[CH:21][CH:22]=[C:23]([C:24]5[O:28][C:27]([CH:29]=O)=[CH:26][CH:25]=5)[N:17]4[N:16]=3)=[CH:10][CH:9]=2)[CH2:4][CH2:3]1.[CH3:31][S:32]([CH2:35][CH2:36][NH2:37])(=[O:34])=[O:33].Cl.C(O)(=O)C.C(O[BH-](OC(=O)C)OC(=O)C)(=O)C.[Na+]. The catalyst is ClCCCl. The product is [CH3:31][S:32]([CH2:35][CH2:36][NH:37][CH2:29][C:27]1[O:28][C:24]([C:23]2[N:17]3[C:18]([CH:19]=[N:20][C:15]([NH:14][C:11]4[CH:12]=[CH:13][C:8]([N:5]5[CH2:6][CH2:7][N:2]([CH3:1])[CH2:3][CH2:4]5)=[CH:9][CH:10]=4)=[N:16]3)=[CH:21][CH:22]=2)=[CH:25][CH:26]=1)(=[O:34])=[O:33]. The yield is 0.360. (3) The reactants are [NH:1]1[C:5]2[CH:6]=[CH:7][CH:8]=[CH:9][C:4]=2[N:3]=[C:2]1[CH2:10][NH:11][CH:12]1[C:21]2[N:20]=[CH:19][CH:18]=[CH:17][C:16]=2[CH2:15][CH2:14][CH2:13]1.[CH3:22][C:23]([CH3:25])=O.C(O)(=O)C.[BH-](OC(C)=O)(OC(C)=O)OC(C)=O.[Na+]. The catalyst is ClCCCl. The product is [NH:1]1[C:5]2[CH:6]=[CH:7][CH:8]=[CH:9][C:4]=2[N:3]=[C:2]1[CH2:10][N:11]([CH:23]([CH3:25])[CH3:22])[CH:12]1[C:21]2[N:20]=[CH:19][CH:18]=[CH:17][C:16]=2[CH2:15][CH2:14][CH2:13]1. The yield is 0.600. (4) The reactants are [Cl:1][C:2]1[CH:3]=[C:4]([C:8]2[C:13]([O:14][CH3:15])=[CH:12][CH:11]=[C:10]([CH2:16][OH:17])[C:9]=2[F:18])[CH:5]=[CH:6][CH:7]=1.N1C=CC=CC=1.Cl[C:26]([O:28][CH3:29])=[O:27]. The catalyst is O1CCCC1. The product is [CH3:29][O:28][C:26](=[O:27])[O:17][CH2:16][C:10]1[C:9]([F:18])=[C:8]([C:4]2[CH:5]=[CH:6][CH:7]=[C:2]([Cl:1])[CH:3]=2)[C:13]([O:14][CH3:15])=[CH:12][CH:11]=1. The yield is 1.00. (5) The reactants are [F:1][C:2]([F:11])([F:10])[C:3]1[CH:8]=[CH:7][C:6]([NH2:9])=[CH:5][CH:4]=1.[I:12]Cl. The yield is 0.700. The catalyst is CO. The product is [I:12][C:5]1[CH:4]=[C:3]([C:2]([F:10])([F:11])[F:1])[CH:8]=[CH:7][C:6]=1[NH2:9]. (6) The reactants are [OH-].[Na+].[Br:3][C:4]1[CH:5]=[CH:6][C:7]2[N:8]([CH2:18][CH:19]([OH:24])[C:20]([O:22]C)=[O:21])[C:9]3[C:14]([C:15]=2[CH:16]=1)=[CH:13][C:12]([Br:17])=[CH:11][CH:10]=3. The catalyst is CCO. The product is [Br:17][C:12]1[CH:11]=[CH:10][C:9]2[N:8]([CH2:18][CH:19]([OH:24])[C:20]([OH:22])=[O:21])[C:7]3[C:15]([C:14]=2[CH:13]=1)=[CH:16][C:4]([Br:3])=[CH:5][CH:6]=3. The yield is 0.990. (7) The reactants are [CH3:1][S:2]([C:5]1[CH:6]=[C:7]2[C:11](=[CH:12][CH:13]=1)[NH:10][N:9]=[CH:8]2)(=[O:4])=[O:3].[OH-].[K+].[I:16]I.O. The catalyst is CS(C)=O. The product is [I:16][C:8]1[C:7]2[C:11](=[CH:12][CH:13]=[C:5]([S:2]([CH3:1])(=[O:3])=[O:4])[CH:6]=2)[NH:10][N:9]=1. The yield is 0.599.